This data is from Forward reaction prediction with 1.9M reactions from USPTO patents (1976-2016). The task is: Predict the product of the given reaction. Given the reactants [NH2:1][C:2]1[N:6]([C:7]2[CH:8]=[C:9](B3OCCCO3)[CH:10]=[CH:11][CH:12]=2)[C:5]2[CH:19]=[CH:20][CH:21]=[CH:22][C:4]=2[N:3]=1.Br[C:24]1[C:25]([CH3:31])=[N:26][N:27]([CH3:30])[C:28]=1[CH3:29].C(=O)([O-])O.[Na+].[OH-].[Na+], predict the reaction product. The product is: [NH2:1][C:2]1[N:6]([C:7]2[CH:12]=[CH:11][CH:10]=[C:9]([C:24]3[C:25]([CH3:31])=[N:26][N:27]([CH3:30])[C:28]=3[CH3:29])[CH:8]=2)[C:5]2[CH:19]=[CH:20][CH:21]=[CH:22][C:4]=2[N:3]=1.